This data is from Reaction yield outcomes from USPTO patents with 853,638 reactions. The task is: Predict the reaction yield, written as a fraction of the theoretical maximum amount of product (1.0 means a 100% yield; for example, 0.34 means a 34% yield). (1) The reactants are [N+:1]([C:4]1[NH:8][N:7]=[C:6]([C:9]([O:11][CH3:12])=[O:10])[CH:5]=1)([O-:3])=[O:2].[O:13]1[CH:18]=[CH:17][CH2:16][CH2:15][CH2:14]1.FC(F)(F)C(O)=O. The catalyst is CC#N. The product is [O:13]1[CH2:18][CH2:17][CH2:16][CH2:15][CH:14]1[N:8]1[C:4]([N+:1]([O-:3])=[O:2])=[CH:5][C:6]([C:9]([O:11][CH3:12])=[O:10])=[N:7]1. The yield is 0.330. (2) The reactants are [NH2:1][C:2]1[CH:10]=[CH:9][C:8]([I:11])=[CH:7][C:3]=1[C:4](O)=[O:5].C(O)(=O)C.[CH:16](N)=[NH:17]. The catalyst is C(O)C. The product is [I:11][C:8]1[CH:7]=[C:3]2[C:2](=[CH:10][CH:9]=1)[N:1]=[CH:16][NH:17][C:4]2=[O:5]. The yield is 0.810. (3) The reactants are [CH:1]1([NH:4][C:5](=[O:23])[C:6]2[CH:11]=[CH:10][C:9]([CH3:12])=[C:8]([NH:13][C:14](=[O:22])[C:15]3[CH:20]=[CH:19][C:18]([OH:21])=[CH:17][CH:16]=3)[CH:7]=2)[CH2:3][CH2:2]1.C(=O)([O-])[O-].[K+].[K+].Cl.Cl[CH2:32][C:33]1[CH:38]=[CH:37][CH:36]=[CH:35][N:34]=1.C(OCC)(=O)C. The catalyst is CN(C=O)C. The product is [CH:1]1([NH:4][C:5](=[O:23])[C:6]2[CH:11]=[CH:10][C:9]([CH3:12])=[C:8]([NH:13][C:14](=[O:22])[C:15]3[CH:16]=[CH:17][C:18]([O:21][CH2:32][C:33]4[CH:38]=[CH:37][CH:36]=[CH:35][N:34]=4)=[CH:19][CH:20]=3)[CH:7]=2)[CH2:2][CH2:3]1. The yield is 0.600. (4) The reactants are [OH:1][C:2]1[CH:9]=[CH:8][C:5]([CH:6]=O)=[CH:4][C:3]=1[CH3:10].[NH2:11][C:12]1[CH:20]=[C:19]([O:21][CH3:22])[CH:18]=[C:17]([O:23][CH3:24])[C:13]=1[C:14]([NH2:16])=[O:15].OS([O-])=O.[Na+].CC1C=CC(S(O)(=O)=O)=CC=1.O. The catalyst is CC(N(C)C)=O.CCOC(C)=O. The product is [OH:1][C:2]1[CH:9]=[CH:8][C:5]([C:6]2[NH:16][C:14](=[O:15])[C:13]3[C:12](=[CH:20][C:19]([O:21][CH3:22])=[CH:18][C:17]=3[O:23][CH3:24])[N:11]=2)=[CH:4][C:3]=1[CH3:10]. The yield is 0.350. (5) The reactants are O[Li].O.[CH3:4][C:5]1[N:10]=[N:9][CH:8]=[C:7]([C:11]2[S:15][C:14]([C:16]([O:18]C)=[O:17])=[CH:13][CH:12]=2)[CH:6]=1. The catalyst is C1COCC1.O. The product is [CH3:4][C:5]1[N:10]=[N:9][CH:8]=[C:7]([C:11]2[S:15][C:14]([C:16]([OH:18])=[O:17])=[CH:13][CH:12]=2)[CH:6]=1. The yield is 0.860. (6) The reactants are [N+:1]([C:4]1[CH:10]=[CH:9][CH:8]=[CH:7][C:5]=1[NH2:6])([O-:3])=[O:2].[C:11]1([CH3:21])[CH:16]=[CH:15][C:14]([S:17](Cl)(=[O:19])=[O:18])=[CH:13][CH:12]=1.O. The catalyst is N1C=CC=CC=1. The product is [N+:1]([C:4]1[CH:10]=[CH:9][CH:8]=[CH:7][C:5]=1[NH:6][S:17]([C:14]1[CH:15]=[CH:16][C:11]([CH3:21])=[CH:12][CH:13]=1)(=[O:19])=[O:18])([O-:3])=[O:2]. The yield is 0.530. (7) The reactants are [NH2:1][C:2]([C@:4]1([CH3:30])[CH2:8][CH2:7][C@H:6]([C:9]2[CH:14]=[CH:13][C:12]([O:15]CC3C=CC=CC=3)=[CH:11][CH:10]=2)[N:5]1[C:23]([O:25][C:26]([CH3:29])([CH3:28])[CH3:27])=[O:24])=[O:3]. The catalyst is CO.[Pd]. The product is [NH2:1][C:2]([C@:4]1([CH3:30])[CH2:8][CH2:7][C@H:6]([C:9]2[CH:14]=[CH:13][C:12]([OH:15])=[CH:11][CH:10]=2)[N:5]1[C:23]([O:25][C:26]([CH3:29])([CH3:28])[CH3:27])=[O:24])=[O:3]. The yield is 0.940.